Dataset: Forward reaction prediction with 1.9M reactions from USPTO patents (1976-2016). Task: Predict the product of the given reaction. (1) Given the reactants [CH3:1][O:2][C:3](=[O:39])[C@@H:4]([NH:26][S:27]([C:30]1[CH:35]=[CH:34][C:33]([N+:36]([O-:38])=[O:37])=[CH:32][CH:31]=1)(=[O:29])=[O:28])[CH2:5][C:6]1[CH:25]=[CH:24][C:9]2[O:10][C@@H:11]([C:14]3[CH:19]=[CH:18][C:17]([O:20][C:21](=[O:23])[CH3:22])=[CH:16][CH:15]=3)[CH2:12][O:13][C:8]=2[CH:7]=1.C1(P(C2C=CC=CC=2)C2C=CC=CC=2)C=CC=CC=1.[C:59]1([C@H:65](O)[CH2:66][CH3:67])[CH:64]=[CH:63][CH:62]=[CH:61][CH:60]=1.CC(OC(/N=N/C(OC(C)C)=O)=O)C, predict the reaction product. The product is: [CH3:1][O:2][C:3](=[O:39])[C@@H:4]([N:26]([S:27]([C:30]1[CH:31]=[CH:32][C:33]([N+:36]([O-:38])=[O:37])=[CH:34][CH:35]=1)(=[O:28])=[O:29])[C@H:65]([C:59]1[CH:64]=[CH:63][CH:62]=[CH:61][CH:60]=1)[CH2:66][CH3:67])[CH2:5][C:6]1[CH:25]=[CH:24][C:9]2[O:10][C@@H:11]([C:14]3[CH:15]=[CH:16][C:17]([O:20][C:21](=[O:23])[CH3:22])=[CH:18][CH:19]=3)[CH2:12][O:13][C:8]=2[CH:7]=1. (2) Given the reactants Cl.Cl.Cl.[O:4]1[C:8]2[CH:9]=[CH:10][CH:11]=[C:12]([N:13]3[CH2:18][CH2:17][N:16]([CH2:19][CH2:20][C@H:21]4[CH2:26][CH2:25][C@H:24]([NH2:27])[CH2:23][CH2:22]4)[CH2:15][CH2:14]3)[C:7]=2[O:6][CH2:5]1.C(N(CC)C(C)C)(C)C.[C:37](O)(=[O:39])[CH3:38].CN(C(ON1N=NC2C=CC=CC1=2)=[N+](C)C)C.[B-](F)(F)(F)F, predict the reaction product. The product is: [O:4]1[C:8]2[CH:9]=[CH:10][CH:11]=[C:12]([N:13]3[CH2:18][CH2:17][N:16]([CH2:19][CH2:20][C@H:21]4[CH2:26][CH2:25][C@H:24]([NH:27][C:37](=[O:39])[CH3:38])[CH2:23][CH2:22]4)[CH2:15][CH2:14]3)[C:7]=2[O:6][CH2:5]1. (3) Given the reactants [CH3:1][N:2]1[CH:7]2[CH2:8][O:9][CH2:10][CH:3]1[CH2:4][N:5]([C:11]1[CH:12]=[N:13][C:14]([N+:17]([O-])=O)=[CH:15][CH:16]=1)[CH2:6]2.[H][H], predict the reaction product. The product is: [CH3:1][N:2]1[CH:7]2[CH2:8][O:9][CH2:10][CH:3]1[CH2:4][N:5]([C:11]1[CH:16]=[CH:15][C:14]([NH2:17])=[N:13][CH:12]=1)[CH2:6]2. (4) The product is: [ClH:41].[ClH:41].[O:1]1[C:10]2[CH:9]=[C:8]([CH2:11][NH:12][C:13]3([CH2:35][OH:36])[CH2:18][CH2:17][N:16]([CH2:19][C@H:20]4[N:31]5[C:32]6[C:23](=[C:24]([F:34])[CH:25]=[N:26][C:27]=6[CH:28]=[CH:29][C:30]5=[O:33])[O:22][CH2:21]4)[CH2:15][CH2:14]3)[N:7]=[CH:6][C:5]=2[O:4][CH2:3][CH2:2]1. Given the reactants [O:1]1[C:10]2[CH:9]=[C:8]([CH2:11][NH:12][C:13]3([C:35](OC)=[O:36])[CH2:18][CH2:17][N:16]([CH2:19][C@H:20]4[N:31]5[C:32]6[C:23](=[C:24]([F:34])[CH:25]=[N:26][C:27]=6[CH:28]=[CH:29][C:30]5=[O:33])[O:22][CH2:21]4)[CH2:15][CH2:14]3)[N:7]=[CH:6][C:5]=2[O:4][CH2:3][CH2:2]1.[BH4-].[Na+].[ClH:41], predict the reaction product. (5) Given the reactants [C:1]1([CH2:7][CH2:8][CH:9]([OH:18])[CH2:10][CH:11]=[CH:12][CH2:13][Si](C)(C)C)[CH:6]=[CH:5][CH:4]=[CH:3][CH:2]=1.C(=O)(O)[O-].[Na+].[B-](F)(F)(F)[F:25].[B-](F)(F)(F)F.C1[N+]2(CCl)CC[N+](F)(CC2)C1.CCCCCC, predict the reaction product. The product is: [F:25][CH:11]([CH:12]=[CH2:13])[CH2:10][CH:9]([OH:18])[CH2:8][CH2:7][C:1]1[CH:6]=[CH:5][CH:4]=[CH:3][CH:2]=1. (6) Given the reactants CCOC(/N=N/C(OCC)=O)=O.[F:13][C:14]1[CH:38]=[C:37]([N+:39]([O-:41])=[O:40])[CH:36]=[CH:35][C:15]=1[O:16][C:17]1[CH:22]=[CH:21][N:20]=[C:19]2[CH:23]=[C:24]([C:26]3[CH:31]=[CH:30][C:29]([OH:32])=[C:28]([O:33][CH3:34])[CH:27]=3)[S:25][C:18]=12.[O:42]1[CH2:47][CH2:46][N:45]([CH2:48][CH2:49]O)[CH2:44][CH2:43]1.C1(P(C2C=CC=CC=2)C2C=CC=CC=2)C=CC=CC=1, predict the reaction product. The product is: [F:13][C:14]1[CH:38]=[C:37]([N+:39]([O-:41])=[O:40])[CH:36]=[CH:35][C:15]=1[O:16][C:17]1[CH:22]=[CH:21][N:20]=[C:19]2[CH:23]=[C:24]([C:26]3[CH:31]=[CH:30][C:29]([O:32][CH2:49][CH2:48][N:45]4[CH2:46][CH2:47][O:42][CH2:43][CH2:44]4)=[C:28]([O:33][CH3:34])[CH:27]=3)[S:25][C:18]=12.